This data is from Forward reaction prediction with 1.9M reactions from USPTO patents (1976-2016). The task is: Predict the product of the given reaction. (1) The product is: [NH2:8][C@@H:9]([C:18]1[CH:23]=[CH:22][CH:21]=[CH:20][C:19]=1[S:24]([CH:27]([CH3:29])[CH3:28])(=[O:26])=[O:25])[CH2:10][C:11]([O:13][C:14]([CH3:17])([CH3:16])[CH3:15])=[O:12]. Given the reactants C([N:8]([C@H](C1C=CC=CC=1)C)[C@@H:9]([C:18]1[CH:23]=[CH:22][CH:21]=[CH:20][C:19]=1[S:24]([CH:27]([CH3:29])[CH3:28])(=[O:26])=[O:25])[CH2:10][C:11]([O:13][C:14]([CH3:17])([CH3:16])[CH3:15])=[O:12])C1C=CC=CC=1.[H][H], predict the reaction product. (2) Given the reactants [CH3:1][O:2][C:3]1[CH:4]=[C:5]([CH:7]=[CH:8][CH:9]=1)[NH2:6].[CH:10](=O)[CH2:11][CH2:12][CH3:13], predict the reaction product. The product is: [CH2:10]([NH:6][C:5]1[CH:7]=[CH:8][CH:9]=[C:3]([O:2][CH3:1])[CH:4]=1)[CH2:11][CH2:12][CH3:13].